Task: Regression/Classification. Given a drug SMILES string, predict its toxicity properties. Task type varies by dataset: regression for continuous values (e.g., LD50, hERG inhibition percentage) or binary classification for toxic/non-toxic outcomes (e.g., AMES mutagenicity, cardiotoxicity, hepatotoxicity). Dataset: ld50_zhu.. Dataset: Acute oral toxicity (LD50) regression data from Zhu et al. (1) The molecule is CON=Cc1ccc(OCC(O)(Cn2cncn2)C(C)(C)C)cc1. The rat oral LD50 is 2.56, given as -log10 of the dose in mol/kg body weight (higher means more acutely toxic). (2) The compound is CC(C)(OO)c1cccc(C(C)(C)OO)c1. The rat oral LD50 is 2.18, given as -log10 of the dose in mol/kg body weight (higher means more acutely toxic). (3) The drug is CCOP(=O)(N=C1SCC(C)S1)OCC. The rat oral LD50 is 4.48, given as -log10 of the dose in mol/kg body weight (higher means more acutely toxic). (4) The compound is CCCC1C(=O)N(c2ccccc2)N(c2ccccc2)C1=O. The rat oral LD50 is 2.75, given as -log10 of the dose in mol/kg body weight (higher means more acutely toxic).